Predict the product of the given reaction. From a dataset of Forward reaction prediction with 1.9M reactions from USPTO patents (1976-2016). (1) Given the reactants [CH3:1][O:2][C@@H:3]([C:7]1[CH:12]=[CH:11][CH:10]=[CH:9][CH:8]=1)[C:4]([OH:6])=O.[NH2:13][CH2:14][C:15]1[CH:22]=[CH:21][C:18]([C:19]#[N:20])=[CH:17][CH:16]=1, predict the reaction product. The product is: [C:14]([C:15]1[CH:22]=[CH:21][C:18]([CH2:19][NH:20][C:4](=[O:6])[C@@H:3]([O:2][CH3:1])[C:7]2[CH:12]=[CH:11][CH:10]=[CH:9][CH:8]=2)=[CH:17][CH:16]=1)#[N:13]. (2) Given the reactants Br[CH2:2][C:3]([NH2:5])=[O:4].[Cl:6][C:7]1[C:12]([Cl:13])=[CH:11][C:10]([Cl:14])=[CH:9][C:8]=1B(O)O.C(=O)([O-])[O-].[Na+].[Na+].O.O.O.O.O.O.O.O.[OH-].[Ba+2].[OH-], predict the reaction product. The product is: [Cl:6][C:7]1[C:12]([Cl:13])=[CH:11][C:10]([Cl:14])=[CH:9][C:8]=1[C:7]1[CH:12]=[CH:11][CH:10]=[CH:9][C:8]=1[CH2:2][C:3]([NH2:5])=[O:4]. (3) Given the reactants [Cl:1][C:2]1[CH:3]=[CH:4][C:5]([N+:19]([O-])=O)=[C:6]([CH:18]=1)[O:7][C:8]1[CH:17]=[CH:16][CH:15]=[CH:14][C:9]=1[C:10]([O:12][CH3:13])=[O:11].O.C(=O)(O)[O-], predict the reaction product. The product is: [NH2:19][C:5]1[CH:4]=[CH:3][C:2]([Cl:1])=[CH:18][C:6]=1[O:7][C:8]1[CH:17]=[CH:16][CH:15]=[CH:14][C:9]=1[C:10]([O:12][CH3:13])=[O:11]. (4) The product is: [CH3:1][O:2][C:3](=[O:24])[C:4]1[CH:5]=[C:6]([NH2:21])[C:7]([C:13]2[C:14]([F:20])=[N:15][CH:16]=[C:17]([CH3:19])[CH:18]=2)=[C:8]([NH2:10])[CH:9]=1. Given the reactants [CH3:1][O:2][C:3](=[O:24])[C:4]1[CH:9]=[C:8]([N+:10]([O-])=O)[C:7]([C:13]2[C:14]([F:20])=[N:15][CH:16]=[C:17]([CH3:19])[CH:18]=2)=[C:6]([N+:21]([O-])=O)[CH:5]=1.[H][H], predict the reaction product. (5) Given the reactants [Br:1]Br.[F:3][C:4]([F:15])([F:14])[C:5]1[CH:6]=[C:7]([C:11](=[O:13])[CH3:12])[CH:8]=[CH:9][CH:10]=1, predict the reaction product. The product is: [Br:1][CH2:12][C:11]([C:7]1[CH:8]=[CH:9][CH:10]=[C:5]([C:4]([F:14])([F:15])[F:3])[CH:6]=1)=[O:13]. (6) Given the reactants [N:1]([CH2:4][CH2:5][O:6][C:7]1[CH:8]=[C:9]([C:15]2[NH:24][C:23](=[O:25])[C:22]3[C:17](=[CH:18][C:19]([O:28][CH3:29])=[CH:20][C:21]=3[O:26][CH3:27])[N:16]=2)[CH:10]=[C:11]([O:13][CH3:14])[CH:12]=1)=[N+]=[N-].[C:30]([OH:33])(=S)[CH3:31], predict the reaction product. The product is: [CH3:27][O:26][C:21]1[CH:20]=[C:19]([O:28][CH3:29])[CH:18]=[C:17]2[C:22]=1[C:23](=[O:25])[NH:24][C:15]([C:9]1[CH:8]=[C:7]([CH:12]=[C:11]([O:13][CH3:14])[CH:10]=1)[O:6][CH2:5][CH2:4][NH:1][C:30](=[O:33])[CH3:31])=[N:16]2.